Dataset: Forward reaction prediction with 1.9M reactions from USPTO patents (1976-2016). Task: Predict the product of the given reaction. (1) Given the reactants Br[C:2]1[CH:7]=[C:6]([F:8])[C:5]([C@@H:9]2[C:14]3[NH:15][C:16]4[C:21]([C:13]=3[CH2:12][C@@H:11]([CH3:22])[N:10]2[CH2:23][C:24]([F:28])([F:27])[CH2:25][OH:26])=[CH:20][CH:19]=[CH:18][CH:17]=4)=[C:4]([F:29])[CH:3]=1.CC1(C)C2C(=C(P(C3C=CC=CC=3)C3C=CC=CC=3)C=CC=2)OC2C(P(C3C=CC=CC=3)C3C=CC=CC=3)=CC=CC1=2.C([O-])([O-])=O.[Cs+].[Cs+].[NH2:78][CH:79]1[CH2:82][N:81]([C:83]([O:85][C:86]([CH3:89])([CH3:88])[CH3:87])=[O:84])[CH2:80]1, predict the reaction product. The product is: [F:27][C:24]([F:28])([CH2:25][OH:26])[CH2:23][N:10]1[C@H:11]([CH3:22])[CH2:12][C:13]2[C:21]3[C:16](=[CH:17][CH:18]=[CH:19][CH:20]=3)[NH:15][C:14]=2[C@H:9]1[C:5]1[C:4]([F:29])=[CH:3][C:2]([NH:78][CH:79]2[CH2:80][N:81]([C:83]([O:85][C:86]([CH3:89])([CH3:88])[CH3:87])=[O:84])[CH2:82]2)=[CH:7][C:6]=1[F:8]. (2) Given the reactants [N:1]([CH:4]([CH3:30])[CH2:5][CH2:6][C:7]1[CH:12]=[CH:11][C:10]([C:13]2[CH:18]=[CH:17][N:16]=[C:15]([NH:19][CH:20]3[CH2:25][C:24]([CH3:27])([CH3:26])[NH:23][C:22]([CH3:29])([CH3:28])[CH2:21]3)[N:14]=2)=[CH:9][CH:8]=1)=[N+]=[N-], predict the reaction product. The product is: [NH2:1][CH:4]([CH3:30])[CH2:5][CH2:6][C:7]1[CH:12]=[CH:11][C:10]([C:13]2[CH:18]=[CH:17][N:16]=[C:15]([NH:19][CH:20]3[CH2:25][C:24]([CH3:27])([CH3:26])[NH:23][C:22]([CH3:29])([CH3:28])[CH2:21]3)[N:14]=2)=[CH:9][CH:8]=1.